This data is from Peptide-MHC class I binding affinity with 185,985 pairs from IEDB/IMGT. The task is: Regression. Given a peptide amino acid sequence and an MHC pseudo amino acid sequence, predict their binding affinity value. This is MHC class I binding data. (1) The peptide sequence is KSLYNTVATLY. The MHC is HLA-B57:01 with pseudo-sequence HLA-B57:01. The binding affinity (normalized) is 0.365. (2) The peptide sequence is FSLPSSSSY. The MHC is HLA-A02:19 with pseudo-sequence HLA-A02:19. The binding affinity (normalized) is 0.0847. (3) The MHC is HLA-A31:01 with pseudo-sequence HLA-A31:01. The binding affinity (normalized) is 0.750. The peptide sequence is TVSLAGSYR. (4) The peptide sequence is ATYGTAVNK. The MHC is HLA-B15:09 with pseudo-sequence HLA-B15:09. The binding affinity (normalized) is 0.0847. (5) The MHC is HLA-A11:01 with pseudo-sequence HLA-A11:01. The peptide sequence is FLLPILSQIYT. The binding affinity (normalized) is 0.0847. (6) The peptide sequence is SRPSGDLRQR. The MHC is Mamu-B08 with pseudo-sequence Mamu-B08. The binding affinity (normalized) is 0. (7) The MHC is H-2-Db with pseudo-sequence H-2-Db. The peptide sequence is LLLRFPAL. The binding affinity (normalized) is 0.175.